From a dataset of Full USPTO retrosynthesis dataset with 1.9M reactions from patents (1976-2016). Predict the reactants needed to synthesize the given product. (1) Given the product [Cl:1][C:2]1[CH:3]=[C:4]([CH:13]=[CH:14][C:15]=1[NH2:16])[O:5][CH2:6][CH2:7][N:8]([CH2:9][CH3:10])[CH2:11][CH3:12], predict the reactants needed to synthesize it. The reactants are: [Cl:1][C:2]1[CH:3]=[C:4]([CH:13]=[CH:14][C:15]=1[N+:16]([O-])=O)[O:5][CH2:6][CH2:7][N:8]([CH2:11][CH3:12])[CH2:9][CH3:10].ClCCl.CO. (2) The reactants are: [CH2:1]([O:3][C:4](=[O:35])[C:5]1[CH:10]=[C:9]([C:11]2[CH2:15][CH2:14][CH2:13][C:12]=2[C:16]2[CH:21]=[C:20]([C:22]([F:25])([F:24])[F:23])[CH:19]=[CH:18][C:17]=2[O:26][CH2:27][C:28]2[CH:33]=[CH:32][CH:31]=[CH:30][CH:29]=2)[CH:8]=[C:7]([NH2:34])[CH:6]=1)[CH3:2].[H-].[Na+].I[CH3:39].O. Given the product [CH2:1]([O:3][C:4](=[O:35])[C:5]1[CH:10]=[C:9]([C:11]2[CH2:15][CH2:14][CH2:13][C:12]=2[C:16]2[CH:21]=[C:20]([C:22]([F:25])([F:24])[F:23])[CH:19]=[CH:18][C:17]=2[O:26][CH2:27][C:28]2[CH:33]=[CH:32][CH:31]=[CH:30][CH:29]=2)[CH:8]=[C:7]([NH:34][CH3:39])[CH:6]=1)[CH3:2], predict the reactants needed to synthesize it. (3) Given the product [N:9]1[CH:14]=[CH:13][C:12]([CH2:15][N:1]2[CH2:6][CH2:5][C:4](=[O:7])[CH2:3][CH2:2]2)=[CH:11][CH:10]=1, predict the reactants needed to synthesize it. The reactants are: [NH:1]1[CH2:6][CH2:5][C:4](=[O:7])[CH2:3][CH2:2]1.Cl.[N:9]1[CH:14]=[CH:13][C:12]([CH2:15]Cl)=[CH:11][CH:10]=1.